This data is from NCI-60 drug combinations with 297,098 pairs across 59 cell lines. The task is: Regression. Given two drug SMILES strings and cell line genomic features, predict the synergy score measuring deviation from expected non-interaction effect. (1) Drug 1: C1=CC=C(C=C1)NC(=O)CCCCCCC(=O)NO. Synergy scores: CSS=17.5, Synergy_ZIP=1.95, Synergy_Bliss=0.838, Synergy_Loewe=1.28, Synergy_HSA=1.93. Cell line: IGROV1. Drug 2: CCN(CC)CCNC(=O)C1=C(NC(=C1C)C=C2C3=C(C=CC(=C3)F)NC2=O)C. (2) Drug 1: C1=CC(=CC=C1CCCC(=O)O)N(CCCl)CCCl. Drug 2: CC(C1=C(C=CC(=C1Cl)F)Cl)OC2=C(N=CC(=C2)C3=CN(N=C3)C4CCNCC4)N. Cell line: MDA-MB-435. Synergy scores: CSS=-1.14, Synergy_ZIP=-4.94, Synergy_Bliss=-10.1, Synergy_Loewe=-21.9, Synergy_HSA=-13.0. (3) Drug 1: CC1C(C(CC(O1)OC2CC(OC(C2O)C)OC3=CC4=CC5=C(C(=O)C(C(C5)C(C(=O)C(C(C)O)O)OC)OC6CC(C(C(O6)C)O)OC7CC(C(C(O7)C)O)OC8CC(C(C(O8)C)O)(C)O)C(=C4C(=C3C)O)O)O)O. Drug 2: C1CC(=O)NC(=O)C1N2C(=O)C3=CC=CC=C3C2=O. Cell line: SNB-75. Synergy scores: CSS=26.1, Synergy_ZIP=0.841, Synergy_Bliss=1.03, Synergy_Loewe=-27.2, Synergy_HSA=0.00537. (4) Drug 1: C1CC(=O)NC(=O)C1N2CC3=C(C2=O)C=CC=C3N. Drug 2: CC1C(C(CC(O1)OC2CC(CC3=C2C(=C4C(=C3O)C(=O)C5=C(C4=O)C(=CC=C5)OC)O)(C(=O)CO)O)N)O.Cl. Cell line: RXF 393. Synergy scores: CSS=47.8, Synergy_ZIP=-0.407, Synergy_Bliss=0.962, Synergy_Loewe=-3.61, Synergy_HSA=1.67. (5) Drug 1: CCCS(=O)(=O)NC1=C(C(=C(C=C1)F)C(=O)C2=CNC3=C2C=C(C=N3)C4=CC=C(C=C4)Cl)F. Drug 2: CN(CC1=CN=C2C(=N1)C(=NC(=N2)N)N)C3=CC=C(C=C3)C(=O)NC(CCC(=O)O)C(=O)O. Cell line: A549. Synergy scores: CSS=46.1, Synergy_ZIP=9.35, Synergy_Bliss=6.92, Synergy_Loewe=3.81, Synergy_HSA=5.32. (6) Drug 1: C1CCN(CC1)CCOC2=CC=C(C=C2)C(=O)C3=C(SC4=C3C=CC(=C4)O)C5=CC=C(C=C5)O. Drug 2: C(CN)CNCCSP(=O)(O)O. Cell line: OVCAR3. Synergy scores: CSS=9.03, Synergy_ZIP=-2.32, Synergy_Bliss=-1.03, Synergy_Loewe=0.469, Synergy_HSA=0.767.